Task: Predict the reaction yield, written as a fraction of the theoretical maximum amount of product (1.0 means a 100% yield; for example, 0.34 means a 34% yield).. Dataset: Reaction yield outcomes from USPTO patents with 853,638 reactions (1) The reactants are [N+:1]([NH:4][C:5]([NH2:7])=[NH:6])([O-:3])=[O:2].[CH:8]([CH:10]([CH2:15][C:16]1[CH:17]=[N:18][N:19]([CH3:21])[CH:20]=1)[C:11](OC)=O)=[O:9]. The catalyst is C(O)C. The product is [CH3:21][N:19]1[CH:20]=[C:16]([CH2:15][C:10]2[C:8](=[O:9])[N:6]=[C:5]([NH:4][N+:1]([O-:3])=[O:2])[NH:7][CH:11]=2)[CH:17]=[N:18]1. The yield is 0.615. (2) The reactants are [CH2:1]([O:3][C:4](=[O:22])[CH2:5][C:6]1[N:7]([C:15]([O:17][C:18]([CH3:21])([CH3:20])[CH3:19])=[O:16])[C:8]2[C:13]([CH:14]=1)=[CH:12][CH:11]=[CH:10][CH:9]=2)[CH3:2].[CH3:23][Si](C)(C)N[Si](C)(C)C.[K].CI. The catalyst is C1COCC1. The product is [CH2:1]([O:3][C:4](=[O:22])[CH:5]([C:6]1[N:7]([C:15]([O:17][C:18]([CH3:21])([CH3:20])[CH3:19])=[O:16])[C:8]2[C:13]([CH:14]=1)=[CH:12][CH:11]=[CH:10][CH:9]=2)[CH3:23])[CH3:2]. The yield is 0.880.